This data is from Reaction yield outcomes from USPTO patents with 853,638 reactions. The task is: Predict the reaction yield, written as a fraction of the theoretical maximum amount of product (1.0 means a 100% yield; for example, 0.34 means a 34% yield). (1) The reactants are C(OC([N:8]1[CH2:11][CH:10]([N:12]2[CH:16]=[C:15]([C:17]3[CH:18]=[N:19][C:20]4[C:25]([CH:26]=3)=[CH:24][C:23]([S:27][C:28]3[N:32]5[N:33]=[C:34]([CH3:37])[CH:35]=[CH:36][C:31]5=[N:30][N:29]=3)=[CH:22][CH:21]=4)[CH:14]=[N:13]2)[CH2:9]1)=O)(C)(C)C.C(O)(C(F)(F)F)=O. The catalyst is ClCCl. The product is [NH:8]1[CH2:9][CH:10]([N:12]2[CH:16]=[C:15]([C:17]3[CH:18]=[N:19][C:20]4[C:25]([CH:26]=3)=[CH:24][C:23]([S:27][C:28]3[N:32]5[N:33]=[C:34]([CH3:37])[CH:35]=[CH:36][C:31]5=[N:30][N:29]=3)=[CH:22][CH:21]=4)[CH:14]=[N:13]2)[CH2:11]1. The yield is 1.00. (2) The reactants are N[C:2]1[CH:3]=[C:4]2[C:8](=[CH:9][CH:10]=1)[C:7](=[C:11]1[C:19]3[C:14](=[CH:15][CH:16]=[C:17]([Cl:20])[CH:18]=3)[NH:13][C:12]1=[O:21])[O:6][CH2:5]2.[CH:22]([N:25](CC)C(C)C)(C)[CH3:23].C(Cl)(=[O:33])C. The catalyst is C1COCC1. The product is [Cl:20][C:17]1[CH:18]=[C:19]2[C:14](=[CH:15][CH:16]=1)[NH:13][C:12](=[O:21])[C:11]2=[C:7]1[C:8]2[C:4](=[CH:3][C:2]([CH2:23][C:22]([NH2:25])=[O:33])=[CH:10][CH:9]=2)[CH2:5][O:6]1. The yield is 0.870. (3) The reactants are [OH-].[K+].[N+:3]([C:6]1[CH:11]=[CH:10][CH:9]=[CH:8][C:7]=1[S:12]([NH:15][C:16]1[CH:21]=[CH:20][CH:19]=[CH:18][CH:17]=1)(=[O:14])=[O:13])([O-:5])=[O:4].Br[CH2:23][CH2:24][CH:25]=[CH2:26]. The catalyst is CN(C=O)C.CCOC(C)=O. The product is [CH2:26]([N:15]([C:16]1[CH:17]=[CH:18][CH:19]=[CH:20][CH:21]=1)[S:12]([C:7]1[CH:8]=[CH:9][CH:10]=[CH:11][C:6]=1[N+:3]([O-:5])=[O:4])(=[O:14])=[O:13])[CH2:25][CH:24]=[CH2:23]. The yield is 0.635.